Dataset: Reaction yield outcomes from USPTO patents with 853,638 reactions. Task: Predict the reaction yield, written as a fraction of the theoretical maximum amount of product (1.0 means a 100% yield; for example, 0.34 means a 34% yield). (1) The reactants are [CH2:1]([O:3][C:4]1[CH:9]=[CH:8][CH:7]=[CH:6][C:5]=1B(O)O)[CH3:2].C(=O)([O-])[O-].[Na+].[Na+].[C:19]([O:23][C:24]([N:26]1[C@@H:31]([C@@H:32]([OH:47])[C@@H:33]([NH:43][C:44](=[O:46])[CH3:45])[CH2:34][C:35]2[CH:40]=[C:39]([F:41])[CH:38]=[C:37](Br)[CH:36]=2)[CH2:30][O:29][C@@H:28]([O:48][CH2:49][C:50]([CH3:53])([CH3:52])[CH3:51])[C@@H:27]1[CH3:54])=[O:25])([CH3:22])([CH3:21])[CH3:20]. The catalyst is O1CCCC1.[Pd](Cl)Cl.C1(P(C2C=CC=CC=2)[C-]2C=CC=C2)C=CC=CC=1.[C-]1(P(C2C=CC=CC=2)C2C=CC=CC=2)C=CC=C1.[Fe+2]. The product is [C:19]([O:23][C:24]([N:26]1[C@@H:31]([C@@H:32]([OH:47])[C@@H:33]([NH:43][C:44](=[O:46])[CH3:45])[CH2:34][C:35]2[CH:40]=[C:39]([F:41])[CH:38]=[C:37]([C:5]3[CH:6]=[CH:7][CH:8]=[CH:9][C:4]=3[O:3][CH2:1][CH3:2])[CH:36]=2)[CH2:30][O:29][C@@H:28]([O:48][CH2:49][C:50]([CH3:53])([CH3:52])[CH3:51])[C@@H:27]1[CH3:54])=[O:25])([CH3:21])([CH3:22])[CH3:20]. The yield is 0.460. (2) The reactants are C([O:5][C:6](=[O:29])[CH2:7][C:8]1[C:16]2[NH:15][C:14]([S:17][CH2:18][C:19]3[CH:24]=[CH:23][CH:22]=[CH:21][C:20]=3[C:25]([O:27][CH3:28])=[O:26])=[N:13][C:12]=2[CH:11]=[CH:10][CH:9]=1)(C)(C)C.FC(F)(F)C(O)=O. No catalyst specified. The product is [CH3:28][O:27][C:25]([C:20]1[CH:21]=[CH:22][CH:23]=[CH:24][C:19]=1[CH2:18][S:17][C:14]1[NH:15][C:16]2[C:8]([CH2:7][C:6]([OH:29])=[O:5])=[CH:9][CH:10]=[CH:11][C:12]=2[N:13]=1)=[O:26]. The yield is 0.640.